This data is from Reaction yield outcomes from USPTO patents with 853,638 reactions. The task is: Predict the reaction yield, written as a fraction of the theoretical maximum amount of product (1.0 means a 100% yield; for example, 0.34 means a 34% yield). (1) The reactants are [C:1]([C:4]1[CH:5]=[CH:6][C:7]([O:27][CH2:28][C:29]2[CH:34]=[CH:33][CH:32]=[CH:31][CH:30]=2)=[C:8]([CH:26]=1)[C:9]([NH:11][C:12]1[CH:17]=[C:16]([C:18]([F:21])([F:20])[F:19])[CH:15]=[C:14]([C:22]([F:25])([F:24])[F:23])[CH:13]=1)=[O:10])(=[O:3])[CH3:2].[Br-:35].[Br-].[Br-].C1([N+](C)(C)C)C=CC=CC=1.C1([N+](C)(C)C)C=CC=CC=1.C1([N+](C)(C)C)C=CC=CC=1.O. The catalyst is O1CCCC1. The product is [CH2:28]([O:27][C:7]1[CH:6]=[CH:5][C:4]([C:1](=[O:3])[CH2:2][Br:35])=[CH:26][C:8]=1[C:9]([NH:11][C:12]1[CH:17]=[C:16]([C:18]([F:20])([F:19])[F:21])[CH:15]=[C:14]([C:22]([F:25])([F:24])[F:23])[CH:13]=1)=[O:10])[C:29]1[CH:34]=[CH:33][CH:32]=[CH:31][CH:30]=1. The yield is 0.427. (2) The reactants are [CH2:1]([C:5]1[N:6]=[C:7]([CH:10]2[CH2:15][CH2:14][N:13]([C:16]([O:18][C:19]([CH3:22])([CH3:21])[CH3:20])=[O:17])[CH2:12][CH2:11]2)[NH:8][CH:9]=1)[CH:2]([CH3:4])[CH3:3].[OH-].[K+].Cl.Cl[CH2:27][CH2:28][N:29]1[CH2:33][CH2:32][CH2:31][CH2:30]1. The catalyst is CS(C)=O. The product is [CH2:1]([C:5]1[N:6]=[C:7]([CH:10]2[CH2:15][CH2:14][N:13]([C:16]([O:18][C:19]([CH3:20])([CH3:22])[CH3:21])=[O:17])[CH2:12][CH2:11]2)[N:8]([CH2:27][CH2:28][N:29]2[CH2:33][CH2:32][CH2:31][CH2:30]2)[CH:9]=1)[CH:2]([CH3:4])[CH3:3]. The yield is 1.00. (3) The reactants are [CH3:1][N:2]([S:15]([C:18]1[CH:23]=[CH:22][CH:21]=[CH:20][C:19]=1[C:24]([F:27])([F:26])[F:25])(=[O:17])=[O:16])[C:3]1[CH:4]=[CH:5][CH:6]=[C:7]2[C:11]=1[NH:10][C:9]([C:12](=[S:14])[NH2:13])=[CH:8]2.[C:28]([O:33][CH2:34][CH3:35])(=[O:32])[C:29]#[C:30][CH3:31].C(P(CCCC)CCCC)CCC.C1(C)C=CC=CC=1. The catalyst is O1CCCC1. The product is [CH2:34]([O:33][C:28](=[O:32])[CH2:29][CH:30]1[S:14][C:12]([C:9]2[NH:10][C:11]3[C:7]([CH:8]=2)=[CH:6][CH:5]=[CH:4][C:3]=3[N:2]([CH3:1])[S:15]([C:18]2[CH:23]=[CH:22][CH:21]=[CH:20][C:19]=2[C:24]([F:27])([F:25])[F:26])(=[O:17])=[O:16])=[N:13][CH2:31]1)[CH3:35]. The yield is 0.570. (4) The reactants are C(O[C:4](=[O:9])[C:5]([F:8])([F:7])[F:6])C.[NH2:10][CH2:11][CH2:12][NH:13][CH2:14][CH2:15][NH2:16]. The catalyst is C1COCC1. The product is [NH:13]([CH2:14][CH2:15][NH:16][C:4](=[O:9])[C:5]([F:6])([F:7])[F:8])[CH2:12][CH2:11][NH:10][C:4](=[O:9])[C:5]([F:8])([F:7])[F:6]. The yield is 0.890. (5) The reactants are C(Cl)CCl.[NH2:5][C:6]1[N:11]=[CH:10][C:9](/[CH:12]=[CH:13]/[C:14]([OH:16])=O)=[CH:8][CH:7]=1.C([N:20]1[C:28]2[C:23](=[CH:24][CH:25]=[CH:26][CH:27]=2)[C:22]([CH2:29][NH:30][CH3:31])=[CH:21]1)(=O)C.C1C=CC2N(O)N=NC=2C=1.O.C(N(C(C)C)CC)(C)C. The catalyst is CN(C=O)C. The product is [NH2:5][C:6]1[N:11]=[CH:10][C:9](/[CH:12]=[CH:13]/[C:14]([N:30]([CH2:29][C:22]2[C:23]3[C:28](=[CH:27][CH:26]=[CH:25][CH:24]=3)[NH:20][CH:21]=2)[CH3:31])=[O:16])=[CH:8][CH:7]=1. The yield is 0.520. (6) The reactants are [Cl:1][C:2]1[CH:3]=[C:4]([CH:8]=[C:9](Cl)[N:10]=1)[C:5]([OH:7])=[O:6].[CH3:12][NH:13][CH3:14].O1CCCC1. No catalyst specified. The product is [Cl:1][C:2]1[CH:3]=[C:4]([CH:8]=[C:9]([N:13]([CH3:14])[CH3:12])[N:10]=1)[C:5]([OH:7])=[O:6]. The yield is 0.440. (7) The reactants are [NH2:1][C:2]1[CH:3]=[CH:4][C:5]2[N:10]([CH2:11][CH2:12][CH2:13][N:14]([CH3:22])[C:15](=[O:21])[O:16][C:17]([CH3:20])([CH3:19])[CH3:18])[CH2:9][CH2:8][S:7][C:6]=2[CH:23]=1.I.[S:25]1[CH:29]=[CH:28][CH:27]=[C:26]1[C:30](SC)=[NH:31].C([O-])(O)=O.[Na+]. The catalyst is C(O)C. The product is [CH3:22][N:14]([CH2:13][CH2:12][CH2:11][N:10]1[CH2:9][CH2:8][S:7][C:6]2[CH:23]=[C:2]([NH:1][C:30]([C:26]3[S:25][CH:29]=[CH:28][CH:27]=3)=[NH:31])[CH:3]=[CH:4][C:5]1=2)[C:15](=[O:21])[O:16][C:17]([CH3:18])([CH3:19])[CH3:20]. The yield is 0.870. (8) The catalyst is CO.CN(C=O)C. The product is [Cl:30][C:31]1[CH:32]=[CH:33][C:34]([C@H:37]2[CH2:41][CH2:40][CH2:39][C@H:38]2[NH:42][C:24]([C:23]2[CH:22]=[C:21]([C:18]3[CH:19]=[CH:20][C:10]4[O:9][C:8]([C:5]5[CH:6]=[CH:7][C:2]([F:1])=[CH:3][CH:4]=5)=[C:12]([C:13]([NH:14][CH3:15])=[O:16])[C:11]=4[CH:17]=3)[CH:29]=[CH:28][CH:27]=2)=[O:25])=[CH:35][CH:36]=1. The reactants are [F:1][C:2]1[CH:7]=[CH:6][C:5]([C:8]2[O:9][C:10]3[CH:20]=[CH:19][C:18]([C:21]4[CH:22]=[C:23]([CH:27]=[CH:28][CH:29]=4)[C:24](O)=[O:25])=[CH:17][C:11]=3[C:12]=2[C:13](=[O:16])[NH:14][CH3:15])=[CH:4][CH:3]=1.[Cl:30][C:31]1[CH:36]=[CH:35][C:34]([C@H:37]2[CH2:41][CH2:40][CH2:39][C@H:38]2[NH2:42])=[CH:33][CH:32]=1.CN(C(ON1N=NC2C=CC=NC1=2)=[N+](C)C)C.F[P-](F)(F)(F)(F)F.CCN(C(C)C)C(C)C. The yield is 0.520. (9) The reactants are [F:1][C:2]1[CH:3]=[C:4]([N:9]2[CH2:13][CH:12]([CH2:14][NH:15][C:16](=[O:18])[CH3:17])[O:11][C:10]2=[O:19])[CH:5]=[CH:6][C:7]=1I.[OH:20][CH2:21][C:22]1[CH:27]=[CH:26][C:25](B(O)O)=[CH:24][CH:23]=1.C(=O)([O-])[O-].[K+].[K+].C(O)C. The catalyst is C1(C)C=CC=CC=1.C1C=CC([P]([Pd]([P](C2C=CC=CC=2)(C2C=CC=CC=2)C2C=CC=CC=2)([P](C2C=CC=CC=2)(C2C=CC=CC=2)C2C=CC=CC=2)[P](C2C=CC=CC=2)(C2C=CC=CC=2)C2C=CC=CC=2)(C2C=CC=CC=2)C2C=CC=CC=2)=CC=1.O. The product is [F:1][C:2]1[CH:3]=[C:4]([N:9]2[CH2:13][CH:12]([CH2:14][NH:15][C:16](=[O:18])[CH3:17])[O:11][C:10]2=[O:19])[CH:5]=[CH:6][C:7]=1[C:25]1[CH:26]=[CH:27][C:22]([CH2:21][OH:20])=[CH:23][CH:24]=1. The yield is 0.940. (10) The reactants are [CH3:1][O:2][C:3]1[CH:8]=[CH:7][C:6]([C:9]2[S:13][C:12]([NH2:14])=[N:11][CH:10]=2)=[CH:5][CH:4]=1.[N:15]1([C:20](N2C=CN=C2)=[S:21])[CH:19]=[CH:18][N:17]=[CH:16]1. The catalyst is C(#N)C.O1CCCC1. The product is [CH3:1][O:2][C:3]1[CH:4]=[CH:5][C:6]([C:9]2[S:13][C:12]([NH:14][C:20]([N:15]3[CH:19]=[CH:18][N:17]=[CH:16]3)=[S:21])=[N:11][CH:10]=2)=[CH:7][CH:8]=1. The yield is 0.359.